This data is from Full USPTO retrosynthesis dataset with 1.9M reactions from patents (1976-2016). The task is: Predict the reactants needed to synthesize the given product. (1) Given the product [Br:1][C:2]1[CH:3]=[C:4]2[N:10]=[CH:9][N:8]([CH2:11][C:12]3[CH:23]=[CH:22][C:15]4[N:16]=[C:17]([NH:24][C@@H:25]5[C:33]6[C:28](=[CH:29][CH:30]=[CH:31][CH:32]=6)[CH2:27][C@H:26]5[OH:34])[S:18][C:14]=4[CH:13]=3)[C:5]2=[N:6][CH:7]=1, predict the reactants needed to synthesize it. The reactants are: [Br:1][C:2]1[CH:3]=[C:4]2[N:10]=[CH:9][N:8]([CH2:11][C:12]3[CH:23]=[CH:22][C:15]4[N:16]=[C:17](S(C)=O)[S:18][C:14]=4[CH:13]=3)[C:5]2=[N:6][CH:7]=1.[NH2:24][C@@H:25]1[C:33]2[C:28](=[CH:29][CH:30]=[CH:31][CH:32]=2)[CH2:27][C@H:26]1[OH:34].CCN(C(C)C)C(C)C. (2) Given the product [NH2:8][C:9]1[CH:10]=[CH:11][C:12]([C@@H:15]2[CH2:17][C@H:16]2[C:18]([OH:20])=[O:19])=[CH:13][CH:14]=1, predict the reactants needed to synthesize it. The reactants are: CO.C1COCC1.[NH2:8][C:9]1[CH:14]=[CH:13][C:12]([C@@H:15]2[CH2:17][C@H:16]2[C:18]([O:20]C)=[O:19])=[CH:11][CH:10]=1.[OH-].[Na+]. (3) Given the product [OH:16][C:11]1[N:9]=[C:5]2[NH:4][C:3]([CH3:10])([CH3:2])[CH2:8][CH2:7][N:6]2[C:13](=[O:14])[CH:12]=1, predict the reactants needed to synthesize it. The reactants are: [Na].[CH3:2][C:3]1([CH3:10])[CH2:8][CH2:7][NH:6][C:5]([NH2:9])=[N:4]1.[C:11](OCC)(=[O:16])[CH2:12][C:13]([O-])=[O:14]. (4) Given the product [CH3:30][O:16][C:14]([CH:10]1[N:11]([C:19]2[CH:24]=[CH:23][C:22]([C:25]([F:28])([F:27])[F:26])=[CH:21][N:20]=2)[CH2:12][CH2:13][N:8]([C:6]([O:5][C:1]([CH3:2])([CH3:3])[CH3:4])=[O:7])[CH2:9]1)=[O:15], predict the reactants needed to synthesize it. The reactants are: [C:1]([O:5][C:6]([N:8]1[CH2:13][CH2:12][NH:11][C:10](C)([C:14]([OH:16])=[O:15])[CH2:9]1)=[O:7])([CH3:4])([CH3:3])[CH3:2].Br[C:19]1[CH:24]=[CH:23][C:22]([C:25]([F:28])([F:27])[F:26])=[CH:21][N:20]=1.[Cl-].[CH:30](C1C=CC=C(C(C)C)C=1[N+]1C=CN(C2C(C(C)C)=CC=CC=2C(C)C)C=1)(C)C.CC(C)([O-])C.[Na+]. (5) Given the product [S:11]1[C:12]2[CH:17]=[CH:16][CH:15]=[CH:14][C:13]=2[C:8]([C:21]2[CH:22]=[CH:23][C:18]([C:24]([O:28][CH3:27])=[O:35])=[CH:19][CH:20]=2)=[CH:9][CH2:10]1, predict the reactants needed to synthesize it. The reactants are: FC(S([C:8]1[C:13]2[CH:14]=[CH:15][CH:16]=[CH:17][C:12]=2[S:11][CH2:10][CH:9]=1)(=O)=O)(F)F.[C:18]1([CH3:24])[CH:23]=[CH:22][CH:21]=[CH:20][CH:19]=1.[Cl-].[Li+].[C:27](=O)([O-])[O-:28].[K+].[K+].C([OH:35])C. (6) Given the product [CH3:31][O:32][C:21](=[O:38])[C:22]1[CH:27]=[CH:26][CH:25]=[C:24]([O:8][C:5]2[N:6]=[CH:7][C:2]([Br:1])=[CH:3][N:4]=2)[CH:23]=1, predict the reactants needed to synthesize it. The reactants are: [Br:1][C:2]1[CH:3]=[N:4][C:5]([O:8]N2C3=NC=CC=C3N=N2)=[N:6][CH:7]=1.C([CH2:21][C:22]1[CH:23]=[C:24](B(O)O)[CH:25]=[CH:26][CH:27]=1)(O)=O.[C:31]([O-])([O-])=[O:32].[Cs+].[Cs+].C[O:38]CCOC.